Dataset: Full USPTO retrosynthesis dataset with 1.9M reactions from patents (1976-2016). Task: Predict the reactants needed to synthesize the given product. (1) Given the product [C:19]([OH:20])(=[O:26])[CH3:18].[C:1]([C:3]1[CH:8]=[CH:7][CH:6]=[CH:5][C:4]=1[S:9]([O:12][C:13]1[CH:14]=[C:15]([CH:21]=[C:22]([CH3:24])[CH:23]=1)[O:16][CH2:17][CH2:18][CH2:19][NH:29][NH:30][C:31]([NH2:33])=[NH:32])(=[O:11])=[O:10])#[N:2], predict the reactants needed to synthesize it. The reactants are: [C:1]([C:3]1[CH:8]=[CH:7][CH:6]=[CH:5][C:4]=1[S:9]([O:12][C:13]1[CH:14]=[C:15]([CH:21]=[C:22]([CH3:24])[CH:23]=1)[O:16][CH2:17][CH2:18][CH:19]=[O:20])(=[O:11])=[O:10])#[N:2].[N+]([O-])(O)=[O:26].[NH2:29][NH:30][C:31]([NH2:33])=[NH:32].O. (2) Given the product [Cl:1][C:2]1[C:3]([NH:12][C:13]2[CH:17]=[C:16]([O:18][CH:19]([CH3:21])[CH3:20])[NH:15][N:14]=2)=[N:4][C:5]([NH:31][C@H:29]([C:26]2[CH:27]=[CH:28][C:23]([F:22])=[CH:24][CH:25]=2)[CH3:30])=[C:6]([N+:8]([O-:10])=[O:9])[CH:7]=1, predict the reactants needed to synthesize it. The reactants are: [Cl:1][C:2]1[C:3]([NH:12][C:13]2[CH:17]=[C:16]([O:18][CH:19]([CH3:21])[CH3:20])[NH:15][N:14]=2)=[N:4][C:5](Cl)=[C:6]([N+:8]([O-:10])=[O:9])[CH:7]=1.[F:22][C:23]1[CH:28]=[CH:27][C:26]([C@@H:29]([NH2:31])[CH3:30])=[CH:25][CH:24]=1.CCN(C(C)C)C(C)C. (3) Given the product [C:1]([O:5][C:6]1[CH:7]=[CH:8][C:9]([CH:10]=[CH2:11])=[CH:12][CH:13]=1)([CH3:4])([CH3:2])[CH3:3].[C:14]([O:18][CH:19]1[CH2:24][CH2:23][CH2:22][CH2:21][CH2:20]1)(=[O:17])[CH:15]=[CH2:16], predict the reactants needed to synthesize it. The reactants are: [C:1]([O:5][C:6]1[CH:13]=[CH:12][C:9]([CH:10]=[CH2:11])=[CH:8][CH:7]=1)([CH3:4])([CH3:3])[CH3:2].[C:14]([O:18][CH:19]1[CH2:24][CH2:23][CH2:22][CH2:21][CH2:20]1)(=[O:17])[CH:15]=[CH2:16].N(C(C)(C)C#N)=NC(C)(C)C#N.CO. (4) Given the product [Cl:1][C:2]1[C:3]([C:4](=[O:5])[CH3:14])=[CH:10][CH:11]=[CH:12][N:13]=1, predict the reactants needed to synthesize it. The reactants are: [Cl:1][C:2]1[N:13]=[CH:12][CH:11]=[CH:10][C:3]=1[C:4](N(OC)C)=[O:5].[CH3:14][Mg]Cl. (5) Given the product [Cl:24][C:23]1[CH:22]=[N:21][CH:20]=[C:19]2[O:25][CH2:16][C:17](=[O:26])[C:18]=12, predict the reactants needed to synthesize it. The reactants are: O1C2=CN=CC=C2C(=O)C1.C(OC([C:16]1[O:25][C:19]2=[CH:20][N:21]=[CH:22][C:23]([Cl:24])=[C:18]2[C:17]=1[OH:26])=O)C. (6) Given the product [CH3:12][CH:13]([CH3:33])[CH2:14][C:15]([O:17][CH:18]([O:22][C:23]([NH:11][CH2:10][C@H:2]1[CH2:3][CH2:4][C@H:5]([C:7]([OH:9])=[O:8])[CH2:6][CH2:1]1)=[O:24])[CH:19]([CH3:20])[CH3:21])=[O:16], predict the reactants needed to synthesize it. The reactants are: [CH2:1]1[CH2:6][C@H:5]([C:7]([OH:9])=[O:8])[CH2:4][CH2:3][C@H:2]1[CH2:10][NH2:11].[CH3:12][CH:13]([CH3:33])[CH2:14][C:15]([O:17][CH:18]([O:22][C:23](ON1C(=O)CCC1=O)=[O:24])[CH:19]([CH3:21])[CH3:20])=[O:16].